From a dataset of Reaction yield outcomes from USPTO patents with 853,638 reactions. Predict the reaction yield, written as a fraction of the theoretical maximum amount of product (1.0 means a 100% yield; for example, 0.34 means a 34% yield). (1) The reactants are [C:1]([O:5][C:6](=[O:25])[NH:7][C@H:8]1[CH2:13][CH2:12][C@H:11]([NH:14][C@@H:15]2[C:24]3[N:23]=[CH:22][CH:21]=[CH:20][C:19]=3[CH2:18][CH2:17][CH2:16]2)[CH2:10][CH2:9]1)([CH3:4])([CH3:3])[CH3:2].[C:26]([O:30][C:31]([N:33]1[C:37]2[CH:38]=[CH:39][CH:40]=[CH:41][C:36]=2[N:35]=[C:34]1[CH2:42]Cl)=[O:32])([CH3:29])([CH3:28])[CH3:27].C(N(C(C)C)CC)(C)C.[I-].[K+]. The catalyst is C(#N)C. The product is [C:26]([O:30][C:31]([N:33]1[C:37]2[CH:38]=[CH:39][CH:40]=[CH:41][C:36]=2[N:35]=[C:34]1[CH2:42][N:14]([C@H:11]1[CH2:12][CH2:13][C@H:8]([NH:7][C:6]([O:5][C:1]([CH3:4])([CH3:2])[CH3:3])=[O:25])[CH2:9][CH2:10]1)[CH:15]1[C:24]2[N:23]=[CH:22][CH:21]=[CH:20][C:19]=2[CH2:18][CH2:17][CH2:16]1)=[O:32])([CH3:29])([CH3:28])[CH3:27]. The yield is 0.560. (2) The reactants are [CH2:1](O[C@H]1C2C(=CC(OCCC)=CC=2)[C@@H](N)C1)[CH:2]=[CH2:3].[F:19][C:20]([F:36])([F:35])[C:21]([NH:23][C@@H:24]1[C:32]2[C:27](=[CH:28][CH:29]=[C:30]([CH3:33])[CH:31]=2)[C@H:26]([OH:34])[CH2:25]1)=[O:22]. No catalyst specified. The product is [CH2:3]([O:34][C@H:26]1[C:27]2[C:32](=[CH:31][C:30]([CH3:33])=[CH:29][CH:28]=2)[C@@H:24]([NH:23][C:21](=[O:22])[C:20]([F:35])([F:36])[F:19])[CH2:25]1)[CH:2]=[CH2:1]. The yield is 0.580. (3) The reactants are [Br:1][C:2]1[CH:18]=[CH:17][C:5]2[NH:6][C:7](=[O:16])[CH:8]3[CH2:15][NH:14][CH2:13][CH2:12][N:9]3[C:10](=[O:11])[C:4]=2[CH:3]=1.[CH3:19][C:20]([CH3:26])([CH3:25])[CH2:21][C:22](O)=[O:23].C1C=C2N=NN(O)C2=CC=1.O. The yield is 0.660. The catalyst is CN(C=O)C. The product is [Br:1][C:2]1[CH:18]=[CH:17][C:5]2[NH:6][C:7](=[O:16])[CH:8]3[CH2:15][N:14]([C:22](=[O:23])[CH2:21][C:20]([CH3:26])([CH3:25])[CH3:19])[CH2:13][CH2:12][N:9]3[C:10](=[O:11])[C:4]=2[CH:3]=1. (4) The reactants are [F-].[K+].[Cl-].[CH:27]([C:26]1[CH:25]=[CH:24][CH:23]=[C:22]([CH:30](C)[CH3:32])C=1[NH+]1CCN(C2[C:26]([CH:27]([CH3:29])C)=[CH:25][CH:24]=[CH:23][C:22]=2[CH:30]([CH3:32])C)C1)(C)[CH3:29].Cl[C:34]1C=CC=C[CH:35]=1.C1(C)C=CC([Mg]Br)=CC=1.C(C(C(C([O-])=O)O)O)([O-])=O.[K+].[Na+]. The catalyst is C1COCC1.CO. The product is [CH3:34][CH2:35][CH2:29][CH2:27][CH2:26][CH2:25][CH2:24][CH2:23][CH2:22][CH2:30][CH3:32]. The yield is 0.920. (5) The reactants are [Br:1][C:2]1[NH:6][C:5]([C@@H:7]2[CH2:11][CH2:10][CH2:9][N:8]2[C:12]([O:14]C(C)(C)C)=O)=[N:4][CH:3]=1.Cl.[CH3:20][O:21][C@H:22]([CH3:32])[C@H:23]([NH:27][C:28]([O:30][CH3:31])=[O:29])C(O)=O.CN(C(ON1N=NC2C=CC=NC1=2)=[N+](C)C)C.F[P-](F)(F)(F)(F)F.CCN(C(C)C)C(C)C.[Li+].[OH-]. The catalyst is C(Cl)Cl.CO.CN(C=O)C. The product is [Br:1][C:2]1[NH:6][C:5]([C@@H:7]2[CH2:11][CH2:10][CH2:9][N:8]2[C:12](=[O:14])[C@@H:23]([NH:27][C:28](=[O:29])[O:30][CH3:31])[C@H:22]([O:21][CH3:20])[CH3:32])=[N:4][CH:3]=1. The yield is 1.00. (6) The reactants are [Cl-].O[NH3+:3].[C:4](=[O:7])([O-])[OH:5].[Na+].CS(C)=O.[CH2:13]([C:17]1[N:18]=[C:19]([CH3:44])[N:20]([C:39]2[CH:43]=[CH:42][S:41][CH:40]=2)[C:21](=[O:38])[C:22]=1[CH2:23][C:24]1[CH:29]=[CH:28][C:27]([C:30]2[C:31]([C:36]#[N:37])=[CH:32][CH:33]=[CH:34][CH:35]=2)=[CH:26][CH:25]=1)[CH2:14][CH2:15][CH3:16]. The yield is 0.550. The catalyst is O.C(OCC)(=O)C. The product is [CH2:13]([C:17]1[N:18]=[C:19]([CH3:44])[N:20]([C:39]2[CH:43]=[CH:42][S:41][CH:40]=2)[C:21](=[O:38])[C:22]=1[CH2:23][C:24]1[CH:25]=[CH:26][C:27]([C:30]2[CH:35]=[CH:34][CH:33]=[CH:32][C:31]=2[C:36]2[NH:3][C:4](=[O:7])[O:5][N:37]=2)=[CH:28][CH:29]=1)[CH2:14][CH2:15][CH3:16]. (7) No catalyst specified. The product is [Si:1]([O:8][C@@H:9]([CH2:22][CH2:23][CH2:24][CH2:25][CH2:26][CH3:27])[C@H:10]([N:12]1[CH:20]=[N:19][C:18]2[C:13]1=[N:14][CH:15]=[N:16][C:17]=2[NH2:28])[CH3:11])([C:4]([CH3:7])([CH3:6])[CH3:5])([CH3:3])[CH3:2].[Si:1]([O:8][C@@H:9]([CH2:22][CH2:23][CH2:24][CH2:25][CH2:26][CH3:27])[C@H:10]([N:12]1[CH:20]=[N:19][C:18]2[C:13]1=[N:14][CH:15]=[N:16][C:17]=2[O:33][CH3:32])[CH3:11])([C:4]([CH3:7])([CH3:6])[CH3:5])([CH3:3])[CH3:2]. The yield is 0.750. The reactants are [Si:1]([O:8][C@@H:9]([CH2:22][CH2:23][CH2:24][CH2:25][CH2:26][CH3:27])[C@H:10]([N:12]1[CH:20]=[N:19][C:18]2[C:13]1=[N:14][CH:15]=[N:16][C:17]=2Cl)[CH3:11])([C:4]([CH3:7])([CH3:6])[CH3:5])([CH3:3])[CH3:2].[NH3:28].ClCCl.[CH3:32][OH:33]. (8) The reactants are F[C:2]1[N:29]=[CH:28][C:5]2[N:6]=[CH:7][N:8]=[C:9]([NH:10][C:11]3[CH:12]=[C:13]4[C:17](=[CH:18][CH:19]=3)[N:16]([CH2:20][C:21]3[CH:26]=[CH:25][CH:24]=[C:23]([F:27])[CH:22]=3)[N:15]=[CH:14]4)[C:4]=2[CH:3]=1.[CH3:30][O:31][C:32]1[CH:39]=[CH:38][C:35]([CH2:36][NH2:37])=[CH:34][CH:33]=1. The catalyst is CS(C)=O. The product is [F:27][C:23]1[CH:22]=[C:21]([CH:26]=[CH:25][CH:24]=1)[CH2:20][N:16]1[C:17]2[C:13](=[CH:12][C:11]([NH:10][C:9]3[C:4]4[CH:3]=[C:2]([NH:37][CH2:36][C:35]5[CH:38]=[CH:39][C:32]([O:31][CH3:30])=[CH:33][CH:34]=5)[N:29]=[CH:28][C:5]=4[N:6]=[CH:7][N:8]=3)=[CH:19][CH:18]=2)[CH:14]=[N:15]1. The yield is 0.610. (9) The reactants are [CH3:1][O:2][C:3]1[N:17]=[CH:16][C:6]2=[N:7][C:8]([C:12]([F:15])([F:14])[F:13])=[C:9](O)[N:10]=[C:5]2[CH:4]=1.[CH3:18][O:19][C:20]1[N:34]=[CH:33][C:23]2=[N:24][C:25](O)=[C:26]([C:28]([F:31])([F:30])[F:29])[N:27]=[C:22]2[CH:21]=1.O=P(Cl)(Cl)[Cl:37]. No catalyst specified. The product is [Cl:37][C:9]1[N:10]=[C:5]2[CH:4]=[C:3]([O:2][CH3:1])[N:17]=[CH:16][C:6]2=[N:7][C:8]=1[C:12]([F:15])([F:14])[F:13].[Cl:37][C:25]1[N:24]=[C:23]2[CH:33]=[N:34][C:20]([O:19][CH3:18])=[CH:21][C:22]2=[N:27][C:26]=1[C:28]([F:31])([F:30])[F:29]. The yield is 0.288.